Dataset: Reaction yield outcomes from USPTO patents with 853,638 reactions. Task: Predict the reaction yield, written as a fraction of the theoretical maximum amount of product (1.0 means a 100% yield; for example, 0.34 means a 34% yield). The reactants are [Br:1][C:2]1[C:3]([N:19]2[CH2:24][CH2:23][CH2:22][C@@H:21]([NH:25]C(=O)OC(C)(C)C)[CH2:20]2)=[C:4]2[C:10]([NH:11][C:12]([C@@H:14]3[CH2:18][CH2:17][CH2:16][O:15]3)=[O:13])=[CH:9][NH:8][C:5]2=[N:6][CH:7]=1.[ClH:33]. The catalyst is C(O)(C(F)(F)F)=O.CO.C(Cl)Cl.CCOCC. The product is [ClH:33].[NH2:25][C@@H:21]1[CH2:22][CH2:23][CH2:24][N:19]([C:3]2[C:2]([Br:1])=[CH:7][N:6]=[C:5]3[NH:8][CH:9]=[C:10]([NH:11][C:12]([C@@H:14]4[CH2:18][CH2:17][CH2:16][O:15]4)=[O:13])[C:4]=23)[CH2:20]1. The yield is 0.824.